This data is from B-cell epitopes from IEDB database with 3,159 antigens for binding position prediction. The task is: Token-level Classification. Given an antigen amino acid sequence, predict which amino acid positions are active epitope sites capable of antibody binding. Output is a list of indices for active positions. (1) Given the antigen sequence: NEPRDPKAPQWPPYTAGAQQYVSLDLRPLEVRRGLRAQACAFWNRFLPKLLSATDTLDEAERQWKAEFHRWSSYMVHWKNQFDHYSKQDRCSDL, which amino acid positions are active epitope sites? The epitope positions are: [67, 68, 69, 70, 71, 72, 73, 74, 75, 76]. The amino acids at these positions are: FHRWSSYMVH. (2) Given the antigen sequence: MSKKPGKPGRNRVVNMLKRGVSRVNPLTGLKRILGSLLDGRGPVRFMLAILTFFRFTALQPTEALKRRWRAVDKRTALKHLNGFKRDLGSMLDTINRRPSKKRGGTRSLLGLAALIGLASSLQLSTYQGKVLMSINKTDAQSAINIPSANGANTCIVRALDVGIMCKDDITYLCPVLSAGNDPEDIDCWCDVEEVWVHYGRCTRMGHSRRSRRSISVQHHGDSTLATKNTPWLDTVKTTKYLTKVENWFCRNPGYALVALAIGWMLGSNNTQRVVFVIMLMLIAPAYSFNCLGTSNRDFVEGASGATWIDLVLEGGSCVTVMAPEKPTLDFKVMKMEATELATVRKYCYEATLDTLSTVARCPTTGEAHNTKRSDPTFVCKRDVVDRGWGNGCGLFGKGSIDTCAKFTCKNKATGKTILRENIKYEVAIFVHGSTDSTSHGNYSEQIGKNQAARFTISPQAPSFTANMGEYGTVTIDCEARSGINTEDYYVFTVKEKSWL..., which amino acid positions are active epitope sites? The epitope positions are: [1019, 1020, 1021, 1022, 1023, 1024, 1025, 1026, 1027, 1028, 1029, 1030, 1031, 1032, 1033, 1034]. The amino acids at these positions are: LWGDGVVESEMIIPVT. (3) Given the antigen sequence: MGSQVSAQRSGSHENSNSATEGSTINYTTINYYKDSYAATAGKQSLKQDPDKFANPVKDIFTEMAAPLKSPSAEACGYSDRVAQLTIGNSTITTQEAANIIVGYGEWPSYCSDSDATAVDKPTRPDVSVNRFYTLDTKLWEKSSKGWYWKFPDVLTETGVFGQNAQFHYLYRSGFCIHVQCNASKFHQGALLVAVLPEYVIGTVAGGTGTEDSHPPYKQTQPGADGFELQHPYVLDAGIPISQLTVCPHQWINLRTNNCATIIVPYINALPFDSALNHCNFGLLVVPISPLDYDQGATPVIPITITLAPMCSEFAGLRQAVTQGFPTELKPGTNQFLTTDDGVSAPILPNFHPTPCIHIPGEVRNLLELCQVETILEVNNVPTNATSLMERLRFPVSAQAGKGELCAVFRADPGRSGPWQSTLLGQLCGYYTQWSGSLEVTFMFTGSFMATGKMLIAYTPPGGPLPKDRATAMLGTHVIWDFGLQSSVTLVIPWISNTHY..., which amino acid positions are active epitope sites? The epitope positions are: [727, 728, 729, 730, 731, 732, 733, 734, 735, 736, 737, 738, 739, 740, 741]. The amino acids at these positions are: PDSRESLAWQTATNP. (4) Given the antigen sequence: MSSVLKAFERFTIEQELQDRGEEGSIPPETLKSAVKVFVINTPNPTTRYHMLNFCLRIICSQNARASHRVGALITLFSLPSAGMQNHIRLADRSPEAQIERCEIDGFEPGTYRLIPNARANLTANEIAAYALLADDLPPTINNGTPYVHADVEGQPCDEIEQFLDRCYSVLIQAWVMVCKCMTAYDQPAGSADRRFAKYQQQGRLEARYMLQPEAQRLIQTAIRKSLVVRQYLTFELQLARRQGLLSNRYYAMVGDIGKYIENSGLTAFFLTLKYALGTKWSPLSLAAFTGELTKLRSLMMLYRDLGEQARYLALLEAPQIMDFAPGGYPLIFSYAMGVGTVLDVQMRNYTYARPFLNGYYFQIGVETARRQQGTVDNRVADDLGLTPEQRTEVTQLIDRLARGRGAGIPGGPVNPFVPPVQQQQPAAAYEDIPALEESDDDGDEDGGAGFQNGAQAPAARQGGQNDFRVQPLQDPIQAQLFMPLYPQVSNIPNHQNHQI..., which amino acid positions are active epitope sites? The epitope positions are: [194, 195, 196, 197, 198, 199, 200, 201, 202, 203, 204, 205, 206, 207]. The amino acids at these positions are: RFAKYQQQGRLEAR.